This data is from Full USPTO retrosynthesis dataset with 1.9M reactions from patents (1976-2016). The task is: Predict the reactants needed to synthesize the given product. (1) Given the product [CH3:17][C:18]1[CH:23]=[C:22]([C:24](=[N:26][O:27][C:28]([CH3:31])([CH3:30])[CH3:29])[CH3:25])[CH:21]=[CH:20][C:19]=1[O:32][CH2:2][C:3]1[C:8]([CH3:9])=[CH:7][CH:6]=[CH:5][C:4]=1[N:10]1[C:14](=[O:15])[N:13]([CH3:16])[N:12]=[N:11]1, predict the reactants needed to synthesize it. The reactants are: Br[CH2:2][C:3]1[C:8]([CH3:9])=[CH:7][CH:6]=[CH:5][C:4]=1[N:10]1[C:14](=[O:15])[N:13]([CH3:16])[N:12]=[N:11]1.[CH3:17][C:18]1[CH:23]=[C:22]([C:24](=[N:26][O:27][C:28]([CH3:31])([CH3:30])[CH3:29])[CH3:25])[CH:21]=[CH:20][C:19]=1[OH:32].C(=O)([O-])[O-].[K+].[K+]. (2) Given the product [Br:20][C:10]1[NH:9][C:8]2[C:7](=[O:19])[N:6]3[C:2]([CH3:1])=[N:3][N:4]=[C:5]3[N:13]([CH2:14][CH2:15][CH2:16][CH2:17][CH3:18])[C:12]=2[N:11]=1, predict the reactants needed to synthesize it. The reactants are: [CH3:1][C:2]1[N:6]2[C:7](=[O:19])[C:8]3[NH:9][CH:10]=[N:11][C:12]=3[N:13]([CH2:14][CH2:15][CH2:16][CH2:17][CH3:18])[C:5]2=[N:4][N:3]=1.[Br:20]N1C(=O)CCC1=O. (3) Given the product [CH3:14][N:15]1[C:19]2=[N:20][CH:21]=[CH:22][CH:23]=[C:18]2[C:17]([CH2:24][NH:2][CH3:1])=[CH:16]1, predict the reactants needed to synthesize it. The reactants are: [CH3:1][N:2]1C2C(=CC=CC=2)C=C1CNC.[CH3:14][N:15]1[C:19]2=[N:20][CH:21]=[CH:22][CH:23]=[C:18]2[C:17]([CH:24]=O)=[CH:16]1.CN1C2C(=CC=CC=2)C(C)=C1C=O. (4) The reactants are: O.C(O)(C(F)(F)F)=O.[Cl:9][C:10]1[CH:11]=[C:12]([CH:23]=[C:24]([Cl:50])[C:25]=1[CH2:26][C@@H:27]1[CH2:31][CH2:30][N:29]([N:32]2[CH2:37][CH2:36][CH:35]([O:38][Si](C(C)C)(C(C)C)C(C)C)[CH2:34][CH2:33]2)[C:28]1=[O:49])[O:13][C:14]1[CH:22]=[CH:21][C:17]([C:18]([NH2:20])=[O:19])=[CH:16][CH:15]=1.C(OCC)(=O)C. Given the product [Cl:9][C:10]1[CH:11]=[C:12]([CH:23]=[C:24]([Cl:50])[C:25]=1[CH2:26][C@@H:27]1[CH2:31][CH2:30][N:29]([N:32]2[CH2:37][CH2:36][CH:35]([OH:38])[CH2:34][CH2:33]2)[C:28]1=[O:49])[O:13][C:14]1[CH:22]=[CH:21][C:17]([C:18]([NH2:20])=[O:19])=[CH:16][CH:15]=1, predict the reactants needed to synthesize it. (5) Given the product [NH:6]1[C:5]2[CH:15]=[CH:16][CH:17]=[CH:18][C:4]=2[N:3]=[C:2]1[O:32][C:29]1[CH:30]=[CH:31][C:26]([CH2:25][CH2:24][N:23]([CH2:22][CH:19]2[CH2:21][CH2:20]2)[CH2:33][CH2:34][CH3:35])=[CH:27][CH:28]=1, predict the reactants needed to synthesize it. The reactants are: Cl[C:2]1[N:6](COCC[Si](C)(C)C)[C:5]2[CH:15]=[CH:16][CH:17]=[CH:18][C:4]=2[N:3]=1.[CH:19]1([CH2:22][N:23]([CH2:33][CH2:34][CH3:35])[CH2:24][CH2:25][C:26]2[CH:31]=[CH:30][C:29]([OH:32])=[CH:28][CH:27]=2)[CH2:21][CH2:20]1.C([O-])([O-])=O.[Cs+].[Cs+]. (6) Given the product [NH2:22][C:23]1[C:31]2[C:26](=[CH:27][C:28]([O:32][C:2]3[C:11]4[CH2:10][N:9]([CH2:12][C:13]5[CH:18]=[CH:17][C:16]([O:19][CH3:20])=[CH:15][CH:14]=5)[C:8](=[O:21])[NH:7][C:6]=4[N:5]=[CH:4][CH:3]=3)=[CH:29][CH:30]=2)[N:25]([CH3:33])[N:24]=1, predict the reactants needed to synthesize it. The reactants are: Cl[C:2]1[C:11]2[CH2:10][N:9]([CH2:12][C:13]3[CH:18]=[CH:17][C:16]([O:19][CH3:20])=[CH:15][CH:14]=3)[C:8](=[O:21])[NH:7][C:6]=2[N:5]=[CH:4][CH:3]=1.[NH2:22][C:23]1[C:31]2[C:26](=[CH:27][C:28]([OH:32])=[CH:29][CH:30]=2)[N:25]([CH3:33])[N:24]=1.C(=O)([O-])[O-].[Cs+].[Cs+]. (7) Given the product [Br:1][C:2]1[CH:3]=[C:4]([CH2:9][CH:11]2[CH2:13][CH2:12]2)[CH:5]=[C:6]([Cl:8])[CH:7]=1, predict the reactants needed to synthesize it. The reactants are: [Br:1][C:2]1[CH:3]=[C:4]([CH:9]([CH:11]2[CH2:13][CH2:12]2)O)[CH:5]=[C:6]([Cl:8])[CH:7]=1.C([SiH](CC)CC)C.C([O-])(O)=O.[Na+]. (8) Given the product [CH3:6][C:7]1[C:8]([CH3:33])=[CH:9][C:10]2[N:19]([CH2:20][CH2:21][N:22]3[CH2:26][CH2:25][CH2:24][C@H:23]3[C:27]([NH:5][S:2]([CH3:1])(=[O:4])=[O:3])=[O:28])[C:18]3[C:13]([C:14](=[O:31])[NH:15][C:16](=[O:30])[N:17]=3)=[N:12][C:11]=2[CH:32]=1, predict the reactants needed to synthesize it. The reactants are: [CH3:1][S:2]([NH2:5])(=[O:4])=[O:3].[CH3:6][C:7]1[C:8]([CH3:33])=[CH:9][C:10]2[N:19]([CH2:20][CH2:21][N:22]3[CH2:26][CH2:25][CH2:24][C@H:23]3[C:27](O)=[O:28])[C:18]3[C:13]([C:14](=[O:31])[NH:15][C:16](=[O:30])[N:17]=3)=[N:12][C:11]=2[CH:32]=1.CC1C(C)=CC2N(CC=O)C3C(C(=O)NC(=O)N=3)=NC=2C=1.N1CCC[C@H]1C(O)=O.CN(C(ON1N=NC2C=CC=NC1=2)=[N+](C)C)C.F[P-](F)(F)(F)(F)F.CCN(C(C)C)C(C)C. (9) Given the product [C:7]([C:9]1[CH:10]=[C:11]([CH2:19][OH:20])[C:12]2[C:17]([CH:18]=1)=[CH:16][CH:15]=[CH:14][CH:13]=2)#[N:8], predict the reactants needed to synthesize it. The reactants are: C(Cl)(=O)C(Cl)=O.[C:7]([C:9]1[CH:10]=[C:11]([C:19](O)=[O:20])[C:12]2[C:17]([CH:18]=1)=[CH:16][CH:15]=[CH:14][CH:13]=2)#[N:8].[BH4-].[Na+].